Dataset: Reaction yield outcomes from USPTO patents with 853,638 reactions. Task: Predict the reaction yield, written as a fraction of the theoretical maximum amount of product (1.0 means a 100% yield; for example, 0.34 means a 34% yield). (1) The catalyst is CN(C=O)C. The yield is 0.820. The product is [CH2:1]([C:3]1[CH:4]=[N:5][C:6]([N:9]([CH2:10][CH2:11][C:12]2[CH:17]=[CH:16][C:15]([O:18][CH3:19])=[C:14]([CH3:20])[CH:13]=2)[CH2:28][C:27]2[CH:30]=[CH:31][C:24]([O:23][C:22]([F:21])([F:32])[F:33])=[CH:25][CH:26]=2)=[N:7][CH:8]=1)[CH3:2]. The reactants are [CH2:1]([C:3]1[CH:4]=[N:5][C:6]([NH:9][CH2:10][CH2:11][C:12]2[CH:17]=[CH:16][C:15]([O:18][CH3:19])=[C:14]([CH3:20])[CH:13]=2)=[N:7][CH:8]=1)[CH3:2].[F:21][C:22]([F:33])([F:32])[O:23][C:24]1[CH:31]=[CH:30][C:27]([CH2:28]Br)=[CH:26][CH:25]=1.[H-].[Na+]. (2) The reactants are [CH3:1][S:2][C:3]1[CH:4]=[CH:5][C:6]([N+:10]([O-])=O)=[C:7]([CH:9]=1)[NH2:8]. The catalyst is C(O)(=O)C.[Zn]. The product is [CH3:1][S:2][C:3]1[CH:4]=[CH:5][C:6]([NH2:10])=[C:7]([NH2:8])[CH:9]=1. The yield is 1.00. (3) The reactants are [Cl:1][C:2]1[N:7]=[C:6](Cl)[CH:5]=[C:4]([Cl:9])[N:3]=1.[NH2:10][C:11]1[CH:15]=[C:14]([CH:16]2[CH2:18][CH2:17]2)[NH:13][N:12]=1.C(N(CC)CC)C. The catalyst is CCO. The product is [CH:16]1([C:14]2[CH:15]=[C:11]([NH:10][C:6]3[CH:5]=[C:4]([Cl:9])[N:3]=[C:2]([Cl:1])[N:7]=3)[NH:12][N:13]=2)[CH2:18][CH2:17]1. The yield is 0.800. (4) The reactants are [CH3:1][O:2][C:3]1[C:7](=[O:8])[O:6][CH2:5][CH:4]=1.[Br:9]Br.C(N(CC)CC)C. The catalyst is ClCCl. The yield is 0.430. The product is [Br:9][C:4]1[CH2:5][O:6][C:7](=[O:8])[C:3]=1[O:2][CH3:1]. (5) The reactants are [CH2:1]([N:5]([CH2:22][CH2:23][CH2:24][CH3:25])[C:6]1[CH:11]=[CH:10][C:9]([CH:12]=[CH:13][C:14]2[CH:21]=[CH:20][C:17]([CH2:18][OH:19])=[CH:16][CH:15]=2)=[CH:8][CH:7]=1)[CH2:2][CH2:3][CH3:4]. The catalyst is ClCCl.[O-2].[O-2].[Mn+4]. The product is [CH2:22]([N:5]([CH2:1][CH2:2][CH2:3][CH3:4])[C:6]1[CH:11]=[CH:10][C:9]([CH:12]=[CH:13][C:14]2[CH:21]=[CH:20][C:17]([CH:18]=[O:19])=[CH:16][CH:15]=2)=[CH:8][CH:7]=1)[CH2:23][CH2:24][CH3:25]. The yield is 0.641. (6) The reactants are [N:1]1([CH:7]2[CH2:12][CH2:11][N:10]([C:13]3[N:18]=[C:17]4[N:19]([C:24]5[C:29]([F:30])=[CH:28][CH:27]=[CH:26][C:25]=5[F:31])[C:20](=[O:23])[NH:21][CH2:22][C:16]4=[C:15](Cl)[N:14]=3)[CH2:9][CH2:8]2)[CH2:6][CH2:5][CH2:4][CH2:3][CH2:2]1.O.C(=O)([O-])[O-].[K+].[K+].[F:40][C:41]1[CH:46]=[CH:45][C:44]([NH:47][C:48](=[O:65])[C:49]2[CH:54]=[CH:53][C:52]([CH3:55])=[C:51](B3OC(C)(C)C(C)(C)O3)[CH:50]=2)=[CH:43][CH:42]=1. The catalyst is O1CCOCC1.C1C=CC([P]([Pd]([P](C2C=CC=CC=2)(C2C=CC=CC=2)C2C=CC=CC=2)([P](C2C=CC=CC=2)(C2C=CC=CC=2)C2C=CC=CC=2)[P](C2C=CC=CC=2)(C2C=CC=CC=2)C2C=CC=CC=2)(C2C=CC=CC=2)C2C=CC=CC=2)=CC=1. The product is [N:1]1([CH:7]2[CH2:12][CH2:11][N:10]([C:13]3[N:14]=[C:15]([C:51]4[CH:50]=[C:49]([CH:54]=[CH:53][C:52]=4[CH3:55])[C:48]([NH:47][C:44]4[CH:45]=[CH:46][C:41]([F:40])=[CH:42][CH:43]=4)=[O:65])[C:16]4[CH2:22][NH:21][C:20](=[O:23])[N:19]([C:24]5[C:29]([F:30])=[CH:28][CH:27]=[CH:26][C:25]=5[F:31])[C:17]=4[N:18]=3)[CH2:9][CH2:8]2)[CH2:6][CH2:5][CH2:4][CH2:3][CH2:2]1. The yield is 0.510. (7) The reactants are [CH3:1][C:2]1[N:7]=[C:6]([C:8]2[CH:13]=[CH:12][CH:11]=[C:10]([C:14]3[CH:15]=[C:16]([S:20](Cl)(=[O:22])=[O:21])[CH:17]=[CH:18][CH:19]=3)[N:9]=2)[CH:5]=[C:4]([C:24]2[CH:29]=[CH:28][C:27]([C:30]([F:33])([F:32])[F:31])=[CH:26][CH:25]=2)[CH:3]=1.[CH:34]1([NH:37][CH3:38])[CH2:36][CH2:35]1. The catalyst is C1COCC1.CCOC(C)=O. The product is [CH:34]1([N:37]([CH3:38])[S:20]([C:16]2[CH:17]=[CH:18][CH:19]=[C:14]([C:10]3[N:9]=[C:8]([C:6]4[CH:5]=[C:4]([C:24]5[CH:25]=[CH:26][C:27]([C:30]([F:33])([F:32])[F:31])=[CH:28][CH:29]=5)[CH:3]=[C:2]([CH3:1])[N:7]=4)[CH:13]=[CH:12][CH:11]=3)[CH:15]=2)(=[O:22])=[O:21])[CH2:36][CH2:35]1. The yield is 0.510. (8) The product is [C:24]([C:21]1[CH:22]=[CH:23][C:18]([C:9]2[N:8]([C:5]3[CH:6]=[CH:7][C:2]([Cl:1])=[CH:3][C:4]=3[O:27][CH3:28])[CH:12]=[CH:11][C:10]=2[C:13]([O:15][CH2:16][CH3:17])=[O:14])=[C:19]([CH3:26])[CH:20]=1)(=[O:35])[NH2:25]. The yield is 0.231. The catalyst is CS(C)=O.CO. The reactants are [Cl:1][C:2]1[CH:7]=[CH:6][C:5]([N:8]2[CH:12]=[CH:11][C:10]([C:13]([O:15][CH2:16][CH3:17])=[O:14])=[C:9]2[C:18]2[CH:23]=[CH:22][C:21]([C:24]#[N:25])=[CH:20][C:19]=2[CH3:26])=[C:4]([O:27][CH3:28])[CH:3]=1.[OH-].[Na+].OO.CC[O:35]C(C)=O. (9) The reactants are [CH:1]([C:3]1[CH:8]=[CH:7][C:6](/[CH:9]=[CH:10]/[C:11]([OH:13])=O)=[CH:5][CH:4]=1)=[O:2].S(Cl)(Cl)=O.CN(C)C=O.[NH2:23][C:24]1[CH:29]=[C:28]([C:30]2[S:31][CH:32]=[CH:33][CH:34]=2)[CH:27]=[CH:26][C:25]=1[NH:35][C:36](=[O:42])[O:37][C:38]([CH3:41])([CH3:40])[CH3:39]. The catalyst is ClCCCl.CN(C)C1C=CN=CC=1.O.C(Cl)Cl. The product is [CH:1]([C:3]1[CH:4]=[CH:5][C:6](/[CH:9]=[CH:10]/[C:11]([NH:23][C:24]2[CH:29]=[C:28]([C:30]3[S:31][CH:32]=[CH:33][CH:34]=3)[CH:27]=[CH:26][C:25]=2[NH:35][C:36](=[O:42])[O:37][C:38]([CH3:40])([CH3:39])[CH3:41])=[O:13])=[CH:7][CH:8]=1)=[O:2]. The yield is 0.240. (10) The reactants are [S:1]1[CH2:5][C@@H:4]([CH2:6][OH:7])[NH:3][CH2:2]1.[Cl:8][CH2:9][CH:10]1[CH2:12]O1. No catalyst specified. The product is [Cl:8][CH2:9][CH:10]1[O:7][CH2:6][C@@H:4]2[CH2:5][S:1][CH2:2][N:3]2[CH2:12]1. The yield is 0.0240.